Dataset: Full USPTO retrosynthesis dataset with 1.9M reactions from patents (1976-2016). Task: Predict the reactants needed to synthesize the given product. (1) Given the product [N:34]1[CH:33]=[CH:32][CH:31]=[C:36]([CH:2]=[CH:21][CH:20]=[CH:19][C:17]([O:16][CH2:15][CH3:14])=[O:18])[CH:35]=1, predict the reactants needed to synthesize it. The reactants are: [Li+].[CH3:2]C([N-]C(C)C)C.C(=O)=O.CO.[CH3:14][CH2:15][O:16][C:17](/[CH:19]=[CH:20]/[CH2:21]P(OCC)(OCC)=O)=[O:18].C(=O)[C:31]1[CH:36]=[CH:35][N:34]=[CH:33][CH:32]=1. (2) Given the product [Br:1][C:2]1[S:6][C:5]([O:7][C:8]2[CH:13]=[C:12]([O:14][CH2:15][CH2:16][O:17][CH3:18])[CH:11]=[CH:10][C:9]=2/[CH:19]=[CH:20]/[C:21]([OH:23])=[O:22])=[N:4][CH:3]=1, predict the reactants needed to synthesize it. The reactants are: [Br:1][C:2]1[S:6][C:5]([O:7][C:8]2[CH:13]=[C:12]([O:14][CH2:15][CH2:16][O:17][CH3:18])[CH:11]=[CH:10][C:9]=2/[CH:19]=[CH:20]/[C:21]([O:23]CC)=[O:22])=[N:4][CH:3]=1.[OH-].[Na+].